Dataset: Catalyst prediction with 721,799 reactions and 888 catalyst types from USPTO. Task: Predict which catalyst facilitates the given reaction. (1) Reactant: [CH3:1][NH2:2].C1COCC1.[F:8][C:9]1[CH:14]=[CH:13][C:12]([CH2:15][C:16](Cl)=[O:17])=[CH:11][CH:10]=1. Product: [F:8][C:9]1[CH:14]=[CH:13][C:12]([CH2:15][C:16]([NH:2][CH3:1])=[O:17])=[CH:11][CH:10]=1. The catalyst class is: 6. (2) Reactant: [N+:1]([C:4]1[CH:9]=[C:8]([C:10]([CH3:13])([CH3:12])[CH3:11])[CH:7]=[C:6]([N+:14]([O-])=O)[C:5]=1[S:17][CH2:18][CH2:19][NH:20][C:21]([O:23][C:24]([CH3:27])([CH3:26])[CH3:25])=[O:22])([O-])=O.C([O-])(=O)C.[Na+]. Product: [NH2:14][C:6]1[CH:7]=[C:8]([C:10]([CH3:13])([CH3:12])[CH3:11])[CH:9]=[C:4]([NH2:1])[C:5]=1[S:17][CH2:18][CH2:19][NH:20][C:21]([O:23][C:24]([CH3:27])([CH3:26])[CH3:25])=[O:22]. The catalyst class is: 14.